Dataset: Full USPTO retrosynthesis dataset with 1.9M reactions from patents (1976-2016). Task: Predict the reactants needed to synthesize the given product. (1) Given the product [C:27]([OH:36])(=[O:35])[C@@H:28]([C@H:30]([C:32]([OH:34])=[O:33])[OH:31])[OH:29].[CH:1]([C@H:14]1[C:19](=[O:20])[CH:18]2[CH2:17][CH2:16][N:15]1[CH2:22][CH2:21]2)([C:2]1[CH:7]=[CH:6][CH:5]=[CH:4][CH:3]=1)[C:8]1[CH:13]=[CH:12][CH:11]=[CH:10][CH:9]=1, predict the reactants needed to synthesize it. The reactants are: [CH:1]([CH:14]1[C:19](=[O:20])[CH:18]2[CH2:21][CH2:22][N:15]1[CH2:16][CH2:17]2)([C:8]1[CH:13]=[CH:12][CH:11]=[CH:10][CH:9]=1)[C:2]1[CH:7]=[CH:6][CH:5]=[CH:4][CH:3]=1.C(O)(=O)C.[C:27]([OH:36])(=[O:35])[C@@H:28]([C@H:30]([C:32]([OH:34])=[O:33])[OH:31])[OH:29]. (2) Given the product [CH3:1][C:2]1[CH:7]=[CH:6][CH:5]=[C:4]([C:8]#[C:9][CH:10]=[C:11]2[CH2:12][CH2:13][N:14]([C:18]3[CH:19]=[N:20][CH:21]=[CH:22][C:23]=3[CH3:24])[CH2:15][CH2:16]2)[N:3]=1, predict the reactants needed to synthesize it. The reactants are: [CH3:1][C:2]1[CH:7]=[CH:6][CH:5]=[C:4]([C:8]#[C:9][CH:10]=[C:11]2[CH2:16][CH2:15][NH:14][CH2:13][CH2:12]2)[N:3]=1.Br[C:18]1[CH:19]=[N:20][CH:21]=[CH:22][C:23]=1[CH3:24].C(=O)([O-])[O-].[Cs+].[Cs+].C1(P(C2CCCCC2)C2C=CC=CC=2C2C=CC=CC=2)CCCCC1. (3) Given the product [Cl:8][C:6]1[CH:7]=[C:2]([N:1]2[C:30](=[O:35])[C:31]3[C:32](=[CH:36][CH:37]=[CH:38][CH:39]=3)[C:33]2=[O:34])[CH:3]=[C:4]([Cl:10])[C:5]=1[O:9][C:21]1[CH:22]=[C:23]([CH:24]([CH3:26])[CH3:25])[C:18](=[O:14])[NH:19][N:20]=1, predict the reactants needed to synthesize it. The reactants are: [NH2:1][C:2]1[CH:7]=[C:6]([Cl:8])[C:5]([OH:9])=[C:4]([Cl:10])[CH:3]=1.CC(C)([O-:14])C.[K+].Cl[C:18]1[N:19]=[N:20][C:21](Cl)=[CH:22][C:23]=1[CH:24]([CH3:26])[CH3:25].[Cl-].[Na+].[C:30]1(=O)[O:35][C:33](=[O:34])[C:32]2=[CH:36][CH:37]=[CH:38][CH:39]=[C:31]12.C([O-])(=O)C.[Na+]. (4) Given the product [Br:1][C:2]1[C:3]([O:18][CH:14]2[CH2:17][CH2:16][CH2:15]2)=[N:4][CH:5]=[C:6]([CH:10]=1)[C:7]([OH:9])=[O:8], predict the reactants needed to synthesize it. The reactants are: [Br:1][C:2]1[C:3](Cl)=[N:4][CH:5]=[C:6]([CH:10]=1)[C:7]([OH:9])=[O:8].[OH-].[K+].[CH:14]1([OH:18])[CH2:17][CH2:16][CH2:15]1.Cl.